This data is from Reaction yield outcomes from USPTO patents with 853,638 reactions. The task is: Predict the reaction yield, written as a fraction of the theoretical maximum amount of product (1.0 means a 100% yield; for example, 0.34 means a 34% yield). (1) The catalyst is CO.[Pd]. The yield is 0.990. The reactants are C([O:8][CH2:9][C@@H:10]1[CH:14]([CH:15]([CH3:18])[CH2:16][OH:17])[O:13][C:12](=[O:19])[NH:11]1)C1C=CC=CC=1. The product is [OH:8][CH2:9][C@@H:10]1[CH:14]([CH:15]([CH3:18])[CH2:16][OH:17])[O:13][C:12](=[O:19])[NH:11]1. (2) The reactants are [Cl:1][C:2]1[CH:7]=[CH:6][C:5]([CH:8]2[C:16]3[O:15][C:14](=O)[NH:13][C:12](=[O:18])[C:11]=3[CH2:10][CH2:9]2)=[CH:4][CH:3]=1.[OH-].[NH4+:20]. No catalyst specified. The product is [Cl:1][C:2]1[CH:7]=[CH:6][C:5]([CH:8]2[C:16]3[NH:20][C:14](=[O:15])[NH:13][C:12](=[O:18])[C:11]=3[CH2:10][CH2:9]2)=[CH:4][CH:3]=1. The yield is 0.910. (3) The reactants are [OH:1][C:2]1[CH:3]=[C:4]2[C:9](=[CH:10][CH:11]=1)[CH:8]=[C:7]([C:12]1[N:17]=[CH:16][C:15]([C:18]([O:20][CH3:21])=[O:19])=[CH:14][CH:13]=1)[CH:6]=[CH:5]2.C(=O)([O-])[O-].[Cs+].[Cs+].Cl[CH2:29][C:30]1[C:31]([C:38]2[C:43]([Cl:44])=[CH:42][CH:41]=[CH:40][C:39]=2[Cl:45])=[N:32][O:33][C:34]=1[CH:35]([CH3:37])[CH3:36].C(OCC)(=O)C. The catalyst is CN(C)C=O.O. The product is [Cl:44][C:43]1[CH:42]=[CH:41][CH:40]=[C:39]([Cl:45])[C:38]=1[C:31]1[C:30]([CH2:29][O:1][C:2]2[CH:3]=[C:4]3[C:9](=[CH:10][CH:11]=2)[CH:8]=[C:7]([C:12]2[N:17]=[CH:16][C:15]([C:18]([O:20][CH3:21])=[O:19])=[CH:14][CH:13]=2)[CH:6]=[CH:5]3)=[C:34]([CH:35]([CH3:37])[CH3:36])[O:33][N:32]=1. The yield is 0.380. (4) The reactants are [CH3:1][NH:2][C@H:3]([C:13]([NH:15][C@H:16]([C:21]([N:23]([C@@H:25]([CH:35]([CH3:37])[CH3:36])/[CH:26]=[C:27](/[S:29]([O:32]CC)(=[O:31])=[O:30])\[CH3:28])[CH3:24])=[O:22])[C:17]([CH3:20])([CH3:19])[CH3:18])=[O:14])[C:4]([CH3:12])([CH3:11])[C:5]1[CH:10]=[CH:9][CH:8]=[CH:7][CH:6]=1. The catalyst is CC(C)=O.[I-].C([N+](CCCC)(CCCC)CCCC)CCC. The product is [CH3:1][NH:2][C@H:3]([C:13]([NH:15][C@H:16]([C:21]([N:23]([C@@H:25]([CH:35]([CH3:37])[CH3:36])/[CH:26]=[C:27](/[S:29]([OH:32])(=[O:31])=[O:30])\[CH3:28])[CH3:24])=[O:22])[C:17]([CH3:20])([CH3:19])[CH3:18])=[O:14])[C:4]([CH3:11])([CH3:12])[C:5]1[CH:6]=[CH:7][CH:8]=[CH:9][CH:10]=1.[CH3:1][NH:2][C@H:3]([C:13]([NH:15][C@H:16]([C:21]([N:23]([C@@H:25]([CH:35]([CH3:37])[CH3:36])/[CH:26]=[C:27](\[S:29]([OH:32])(=[O:31])=[O:30])/[CH3:28])[CH3:24])=[O:22])[C:17]([CH3:20])([CH3:19])[CH3:18])=[O:14])[C:4]([CH3:11])([CH3:12])[C:5]1[CH:6]=[CH:7][CH:8]=[CH:9][CH:10]=1. The yield is 0.280. (5) The reactants are FC(F)(F)S([O:6][C:7]1[C:12]2[O:13][CH:14]([CH2:17][O:18][S:19]([C:22]3[CH:27]=[CH:26][C:25]([CH3:28])=[CH:24][CH:23]=3)(=[O:21])=[O:20])[CH2:15]O[C:11]=2[CH:10]=[CH:9][CH:8]=1)(=O)=O.[Cl:31][C:32]1[CH:37]=[CH:36][C:35]([Cl:38])=[CH:34][C:33]=1B(O)O. No catalyst specified. The product is [Cl:31][C:32]1[CH:37]=[CH:36][C:35]([Cl:38])=[CH:34][C:33]=1[C:11]1[C:12]2[O:13][CH:14]([CH2:17][O:18][S:19]([C:22]3[CH:23]=[CH:24][C:25]([CH3:28])=[CH:26][CH:27]=3)(=[O:20])=[O:21])[CH2:15][O:6][C:7]=2[CH:8]=[CH:9][CH:10]=1. The yield is 0.830.